From a dataset of Catalyst prediction with 721,799 reactions and 888 catalyst types from USPTO. Predict which catalyst facilitates the given reaction. (1) Reactant: CN1CCOCC1.[CH3:8][O:9][C:10](=[O:61])[NH:11][CH:12]([C:16]([N:18]1[CH2:22][CH2:21][CH2:20][CH:19]1[C:23]1[NH:24][C:25]([C:28]2[CH:33]=[CH:32][C:31]([C:34]3[CH:39]=[CH:38][C:37]([C:40]4[NH:41][C:42]([CH:45]5[CH2:49][NH:48][CH2:47][N:46]5[C:50](=[O:60])[CH:51]([NH:55][C:56]([O:58][CH3:59])=[O:57])[CH:52]([CH3:54])[CH3:53])=[N:43][CH:44]=4)=[CH:36][CH:35]=3)=[CH:30][CH:29]=2)=[CH:26][N:27]=1)=[O:17])[CH:13]([CH3:15])[CH3:14].Cl[C:63]([O:65][CH3:66])=[O:64]. Product: [CH3:66][O:65][C:63]([N:48]1[CH2:49][CH:45]([C:42]2[NH:41][C:40]([C:37]3[CH:36]=[CH:35][C:34]([C:31]4[CH:32]=[CH:33][C:28]([C:25]5[NH:24][C:23]([CH:19]6[CH2:20][CH2:21][CH2:22][N:18]6[C:16](=[O:17])[CH:12]([NH:11][C:10]([O:9][CH3:8])=[O:61])[CH:13]([CH3:15])[CH3:14])=[N:27][CH:26]=5)=[CH:29][CH:30]=4)=[CH:39][CH:38]=3)=[CH:44][N:43]=2)[N:46]([C:50](=[O:60])[CH:51]([NH:55][C:56]([O:58][CH3:59])=[O:57])[CH:52]([CH3:54])[CH3:53])[CH2:47]1)=[O:64]. The catalyst class is: 4. (2) Reactant: C[O:2][C:3]([C:5]1[CH:10]=[C:9]([N:11]2[CH2:16][CH2:15][NH:14][C:13]([CH3:18])([CH3:17])[CH2:12]2)[N:8]=[C:7]([C:19]2[CH:24]=[CH:23][N:22]=[C:21]([NH:25][CH:26]3[CH2:31][CH2:30][CH2:29][CH2:28][CH2:27]3)[CH:20]=2)[CH:6]=1)=O.[NH3:32]. Product: [CH:26]1([NH:25][C:21]2[CH:20]=[C:19]([C:7]3[CH:6]=[C:5]([C:3]([NH2:32])=[O:2])[CH:10]=[C:9]([N:11]4[CH2:16][CH2:15][NH:14][C:13]([CH3:18])([CH3:17])[CH2:12]4)[N:8]=3)[CH:24]=[CH:23][N:22]=2)[CH2:27][CH2:28][CH2:29][CH2:30][CH2:31]1. The catalyst class is: 5. (3) Reactant: C([O-])([O-])=O.[K+].[K+].Cl[C:8]1[CH:15]=[CH:14][C:11]([C:12]#[N:13])=[CH:10][N:9]=1.[OH:16][C:17]1[CH:24]=[CH:23][C:20]([CH:21]=[O:22])=[CH:19][CH:18]=1. Product: [CH:21]([C:20]1[CH:23]=[CH:24][C:17]([O:16][C:8]2[CH:15]=[CH:14][C:11]([C:12]#[N:13])=[CH:10][N:9]=2)=[CH:18][CH:19]=1)=[O:22]. The catalyst class is: 18. (4) Reactant: C([O:3][C:4]([C:6]1[C:7]([C:26]([F:29])([F:28])[F:27])=[N:8][N:9]([CH2:11][C:12]2[CH:17]=[CH:16][C:15]([CH2:18][N:19]3[CH:24]=[CH:23][CH:22]=[CH:21][C:20]3=[O:25])=[CH:14][CH:13]=2)[CH:10]=1)=[O:5])C.[OH-].[Li+]. Product: [O:25]=[C:20]1[CH:21]=[CH:22][CH:23]=[CH:24][N:19]1[CH2:18][C:15]1[CH:16]=[CH:17][C:12]([CH2:11][N:9]2[CH:10]=[C:6]([C:4]([OH:5])=[O:3])[C:7]([C:26]([F:29])([F:28])[F:27])=[N:8]2)=[CH:13][CH:14]=1. The catalyst class is: 20. (5) Reactant: Br[CH2:2][C:3]1[C:4]([CH3:10])=[N:5][S:6][C:7]=1[C:8]#[N:9].NC(N)=S.C[S:16]([C:19]1[CH2:23][C:22]([CH3:25])([CH3:24])[O:21][N:20]=1)(=O)=O.C(=O)([O-])[O-].[K+].[K+]. The catalyst class is: 8. Product: [CH3:24][C:22]1([CH3:25])[O:21][N:20]=[C:19]([S:16][CH2:2][C:3]2[C:4]([CH3:10])=[N:5][S:6][C:7]=2[C:8]#[N:9])[CH2:23]1. (6) Reactant: [C:1]([O:5][C:6](=[O:26])[NH:7][C:8]1[CH:13]=[CH:12][C:11]([C:14]2[O:15][C:16]3[CH:22]=[CH:21][C:20]([O:23][CH3:24])=[CH:19][C:17]=3[CH:18]=2)=[C:10]([F:25])[N:9]=1)([CH3:4])([CH3:3])[CH3:2].[H-].[Na+].[CH3:29]I. Product: [C:1]([O:5][C:6](=[O:26])[N:7]([C:8]1[CH:13]=[CH:12][C:11]([C:14]2[O:15][C:16]3[CH:22]=[CH:21][C:20]([O:23][CH3:24])=[CH:19][C:17]=3[CH:18]=2)=[C:10]([F:25])[N:9]=1)[CH3:29])([CH3:4])([CH3:2])[CH3:3]. The catalyst class is: 3. (7) Reactant: Cl.Cl.[CH3:3][C@@H:4]1[CH2:8][CH2:7][CH2:6][N:5]1[CH2:9][CH2:10][C:11]1[CH:16]=[CH:15][C:14]([C:17]2[CH:18]=[C:19]3[C:24](=[CH:25][CH:26]=2)[CH2:23][NH:22][CH2:21][CH2:20]3)=[CH:13][CH:12]=1.C(N(CC)CC)C.[O:34]1[CH2:37][CH2:36][C:35]1=[O:38]. Product: [OH:38][CH2:35][CH2:36][C:37]([N:22]1[CH2:21][CH2:20][C:19]2[C:24](=[CH:25][CH:26]=[C:17]([C:14]3[CH:13]=[CH:12][C:11]([CH2:10][CH2:9][N:5]4[CH2:6][CH2:7][CH2:8][C@H:4]4[CH3:3])=[CH:16][CH:15]=3)[CH:18]=2)[CH2:23]1)=[O:34]. The catalyst class is: 2. (8) Reactant: [Br:1][C:2]1[CH:7]=[CH:6][C:5]([CH:8]2[CH2:13][CH2:12][CH2:11][NH:10][CH2:9]2)=[CH:4][CH:3]=1.C(N(CC)CC)C.[C:21]([O:25][C:26](O[C:26]([O:25][C:21]([CH3:24])([CH3:23])[CH3:22])=[O:27])=[O:27])([CH3:24])([CH3:23])[CH3:22]. Product: [C:21]([O:25][C:26]([N:10]1[CH2:11][CH2:12][CH2:13][CH:8]([C:5]2[CH:4]=[CH:3][C:2]([Br:1])=[CH:7][CH:6]=2)[CH2:9]1)=[O:27])([CH3:24])([CH3:23])[CH3:22]. The catalyst class is: 7. (9) Reactant: C(N(C(C)C)CC)(C)C.C1N(P(Cl)(N2C(=O)OCC2)=O)C(=O)OC1.[Cl:25][CH2:26][CH2:27][CH2:28][CH:29]([C:33]1[C:38]([F:39])=[CH:37][C:36]([F:40])=[CH:35][C:34]=1[F:41])[C:30]([OH:32])=O.[C:42]([O:46][C:47]([CH3:50])([CH3:49])[CH3:48])(=[O:45])[NH:43][NH2:44].Cl. Product: [Cl:25][CH2:26][CH2:27][CH2:28][CH:29]([C:33]1[C:38]([F:39])=[CH:37][C:36]([F:40])=[CH:35][C:34]=1[F:41])[C:30]([NH:44][NH:43][C:42]([O:46][C:47]([CH3:50])([CH3:49])[CH3:48])=[O:45])=[O:32]. The catalyst class is: 124.